Task: Predict which catalyst facilitates the given reaction.. Dataset: Catalyst prediction with 721,799 reactions and 888 catalyst types from USPTO (1) Reactant: [CH3:1][O:2][C:3]1[CH:8]=[CH:7][C:6]([CH:9]2[S:15][CH:14]3[C:16](=[O:19])[N:17]([CH3:18])[CH:11]([C:12](=[O:21])[N:13]3[CH3:20])[S:10]2)=[CH:5][CH:4]=1.[Li+].C[Si]([N-][Si](C)(C)C)(C)C.Cl[CH2:33][O:34][CH2:35][C:36]1[CH:41]=[CH:40][CH:39]=[CH:38][CH:37]=1. Product: [CH2:35]([O:34][CH2:33][C:11]12[N:17]([CH3:18])[C:16](=[O:19])[CH:14]([N:13]([CH3:20])[C:12]1=[O:21])[S:15][CH:9]([C:6]1[CH:7]=[CH:8][C:3]([O:2][CH3:1])=[CH:4][CH:5]=1)[S:10]2)[C:36]1[CH:41]=[CH:40][CH:39]=[CH:38][CH:37]=1. The catalyst class is: 1. (2) Reactant: FC(F)(F)C(O)=O.C(O[C:13](=O)[N:14]([C@@H:16]([C:28](=[O:45])[N:29]([C@H:31]([CH2:38][C:39]1[CH:44]=[CH:43][CH:42]=[CH:41][CH:40]=1)[CH2:32][NH:33][S:34]([CH3:37])(=[O:36])=[O:35])[CH3:30])[CH2:17][C:18]1[CH:27]=[CH:26][C:25]2[C:20](=[CH:21][CH:22]=[CH:23][CH:24]=2)[CH:19]=1)C)(C)(C)C. Product: [CH3:30][N:29]([C@H:31]([CH2:38][C:39]1[CH:44]=[CH:43][CH:42]=[CH:41][CH:40]=1)[CH2:32][NH:33][S:34]([CH3:37])(=[O:35])=[O:36])[C:28](=[O:45])[C@H:16]([NH:14][CH3:13])[CH2:17][C:18]1[CH:27]=[CH:26][C:25]2[C:20](=[CH:21][CH:22]=[CH:23][CH:24]=2)[CH:19]=1. The catalyst class is: 4.